Task: Regression/Classification. Given a drug SMILES string, predict its absorption, distribution, metabolism, or excretion properties. Task type varies by dataset: regression for continuous measurements (e.g., permeability, clearance, half-life) or binary classification for categorical outcomes (e.g., BBB penetration, CYP inhibition). Dataset: cyp3a4_veith.. Dataset: CYP3A4 inhibition data for predicting drug metabolism from PubChem BioAssay (1) The molecule is COCCn1c(=O)c(-c2ccc(Cl)cc2)nc2cnc(Nc3ccccc3)nc21. The result is 0 (non-inhibitor). (2) The compound is O=C(OCC#CCSc1nnc(-c2cccc3ccccc23)o1)c1ccco1. The result is 1 (inhibitor). (3) The compound is O=C1Nc2ccccc2C1=Nc1ccc(S(=O)(=O)Nc2nccs2)cc1. The result is 0 (non-inhibitor). (4) The molecule is O=C(O)CCc1ccc(-c2ccc(Cl)cc2)n1CCC(=O)O. The result is 0 (non-inhibitor). (5) The drug is CC1CCN(C(=O)CN(C)S(=O)(=O)c2cccc3nsnc23)CC1. The result is 1 (inhibitor). (6) The molecule is O=C(N/N=C/c1ccccn1)c1ccc(Br)o1. The result is 0 (non-inhibitor). (7) The drug is CC(C)(Sc1cc(C(C)(C)C)c(O)c(C(C)(C)C)c1)Sc1cc(C(C)(C)C)c(O)c(C(C)(C)C)c1. The result is 0 (non-inhibitor).